From a dataset of Reaction yield outcomes from USPTO patents with 853,638 reactions. Predict the reaction yield, written as a fraction of the theoretical maximum amount of product (1.0 means a 100% yield; for example, 0.34 means a 34% yield). The reactants are [CH3:1][O:2][C:3]1[CH:4]=[C:5]2[C:10](=[CH:11][C:12]=1[O:13][CH3:14])[N:9]=[CH:8][CH:7]=[C:6]2[O:15][C:16]1[CH:21]=[CH:20][C:19]([NH:22][C:23](=O)[CH2:24][O:25][C:26]2[CH:31]=[CH:30][C:29]([F:32])=[CH:28][CH:27]=2)=[CH:18][CH:17]=1.Cl.[OH-].[Na+]. The catalyst is O1CCCC1. The product is [CH3:1][O:2][C:3]1[CH:4]=[C:5]2[C:10](=[CH:11][C:12]=1[O:13][CH3:14])[N:9]=[CH:8][CH:7]=[C:6]2[O:15][C:16]1[CH:17]=[CH:18][C:19]([NH:22][CH2:23][CH2:24][O:25][C:26]2[CH:27]=[CH:28][C:29]([F:32])=[CH:30][CH:31]=2)=[CH:20][CH:21]=1. The yield is 0.800.